Dataset: Forward reaction prediction with 1.9M reactions from USPTO patents (1976-2016). Task: Predict the product of the given reaction. (1) Given the reactants O[CH:2]([C:7]1[C:16]2[C:15](=[O:17])[N:14]([CH2:18][CH2:19][CH2:20][O:21][CH:22]3CCCC[O:23]3)[C:13](=[O:28])[N:12]([CH3:29])[C:11]=2[N:10]=[CH:9][C:8]=1[O:30][C:31]1[CH:36]=[CH:35][CH:34]=[C:33]([C:37]([F:40])([F:39])[F:38])[CH:32]=1)[CH2:3][CH:4]([CH3:6])[CH3:5], predict the reaction product. The product is: [CH:22]([O:21][CH2:20][CH2:19][CH2:18][N:14]1[C:15](=[O:17])[C:16]2[C:7]([CH2:2][CH2:3][CH:4]([CH3:6])[CH3:5])=[C:8]([O:30][C:31]3[CH:36]=[CH:35][CH:34]=[C:33]([C:37]([F:38])([F:39])[F:40])[CH:32]=3)[CH:9]=[N:10][C:11]=2[N:12]([CH3:29])[C:13]1=[O:28])=[O:23]. (2) Given the reactants [NH2:1][C:2]1[C:11]([C@H:12]([CH:18]2[CH2:23][CH2:22][CH2:21][CH2:20][CH2:19]2)[CH2:13][CH2:14][C:15](O)=[O:16])=[CH:10][C:9]2[C:4](=[CH:5][CH:6]=[C:7]([O:24][C:25]3[CH:30]=[CH:29][CH:28]=[CH:27][CH:26]=3)[CH:8]=2)[N:3]=1.ClC(OCC(C)C)=O.CN1CCOCC1.[CH3:46][C:47]([CH3:59])([CH3:58])[CH2:48][CH2:49][NH:50][CH2:51][C:52]1[N:53]([CH3:57])[CH:54]=[CH:55][N:56]=1, predict the reaction product. The product is: [NH2:1][C:2]1[C:11]([C@H:12]([CH:18]2[CH2:19][CH2:20][CH2:21][CH2:22][CH2:23]2)[CH2:13][CH2:14][C:15]([N:50]([CH2:49][CH2:48][C:47]([CH3:59])([CH3:58])[CH3:46])[CH2:51][C:52]2[N:53]([CH3:57])[CH:54]=[CH:55][N:56]=2)=[O:16])=[CH:10][C:9]2[C:4](=[CH:5][CH:6]=[C:7]([O:24][C:25]3[CH:26]=[CH:27][CH:28]=[CH:29][CH:30]=3)[CH:8]=2)[N:3]=1. (3) The product is: [F:1][C:2]([F:12])([F:13])[C:3]1[CH:4]=[C:5]([C:9]2([C:10]#[N:11])[CH2:19][CH2:18][CH2:17][CH2:16][CH2:15]2)[CH:6]=[CH:7][CH:8]=1. Given the reactants [F:1][C:2]([F:13])([F:12])[C:3]1[CH:4]=[C:5]([CH2:9][C:10]#[N:11])[CH:6]=[CH:7][CH:8]=1.Br[CH2:15][CH2:16][CH2:17][CH2:18][CH2:19]Br, predict the reaction product. (4) The product is: [F:35][C:26]1[C:25]([B:2]([C:25]2[C:26]([F:35])=[C:27]([F:34])[C:28]([F:33])=[C:29]([F:32])[C:30]=2[F:31])[C:3]2[C:8]([F:9])=[C:7]([F:10])[C:6]([F:11])=[C:5]([F:12])[C:4]=2[B:13]([C:25]2[C:30]([F:31])=[C:29]([F:32])[C:28]([F:33])=[C:27]([F:34])[C:26]=2[F:35])[C:25]2[C:26]([F:35])=[C:27]([F:34])[C:28]([F:33])=[C:29]([F:32])[C:30]=2[F:31])=[C:30]([F:31])[C:29]([F:32])=[C:28]([F:33])[C:27]=1[F:34]. Given the reactants Br[B:2](Br)[C:3]1[C:8]([F:9])=[C:7]([F:10])[C:6]([F:11])=[C:5]([F:12])[C:4]=1[B:13](Br)Br.[F:35][C:26]1[C:25]([Zn][C:25]2[C:30]([F:31])=[C:29]([F:32])[C:28]([F:33])=[C:27]([F:34])[C:26]=2[F:35])=[C:30]([F:31])[C:29]([F:32])=[C:28]([F:33])[C:27]=1[F:34], predict the reaction product. (5) The product is: [CH3:1][CH:2]([CH3:18])[C:3]([NH:5][C:6]1[CH:11]=[CH:10][CH:9]=[C:8]([CH:12]2[CH2:17][CH2:16][N:15]([CH2:11][CH2:6][CH2:7][CH2:8][C:26]3[CH:25]=[CH:27][CH:3]=[CH:2][CH:1]=3)[CH2:14][CH2:13]2)[CH:7]=1)=[O:4]. Given the reactants [CH3:1][CH:2]([CH3:18])[C:3]([NH:5][C:6]1[CH:11]=[CH:10][CH:9]=[C:8]([CH:12]2[CH2:17][CH2:16][NH:15][CH2:14][CH2:13]2)[CH:7]=1)=[O:4].C(N([CH:25]([CH3:27])[CH3:26])CC)(C)C, predict the reaction product.